From a dataset of Peptide-MHC class II binding affinity with 134,281 pairs from IEDB. Regression. Given a peptide amino acid sequence and an MHC pseudo amino acid sequence, predict their binding affinity value. This is MHC class II binding data. (1) The peptide sequence is KSDPSQGGGIKITHF. The MHC is DRB1_1501 with pseudo-sequence DRB1_1501. The binding affinity (normalized) is 0.170. (2) The peptide sequence is PQVKYAVFEAALTKA. The MHC is DRB1_0301 with pseudo-sequence DRB1_0301. The binding affinity (normalized) is 0.318. (3) The binding affinity (normalized) is 0.845. The MHC is HLA-DPA10103-DPB10301 with pseudo-sequence HLA-DPA10103-DPB10301. The peptide sequence is IEKVDAAFKVAATAANAAPA. (4) The peptide sequence is KDKWIELKESWGAIW. The MHC is DRB1_1201 with pseudo-sequence DRB1_1201. The binding affinity (normalized) is 0.294. (5) The peptide sequence is WVPQGRTTWSIHGKG. The MHC is DRB1_0701 with pseudo-sequence DRB1_0701. The binding affinity (normalized) is 0.432. (6) The MHC is DRB1_0701 with pseudo-sequence DRB1_0701. The peptide sequence is PLHLRYYRITYGETG. The binding affinity (normalized) is 0.547. (7) The peptide sequence is DREVVANVIGLSGDS. The MHC is DRB1_0301 with pseudo-sequence DRB1_0301. The binding affinity (normalized) is 0.196. (8) The peptide sequence is GELQIVDKIDAANKI. The MHC is DRB3_0202 with pseudo-sequence DRB3_0202. The binding affinity (normalized) is 0.390. (9) The peptide sequence is TKPEACSGEPVVVHI. The MHC is HLA-DQA10501-DQB10301 with pseudo-sequence HLA-DQA10501-DQB10301. The binding affinity (normalized) is 0.533.